From a dataset of Reaction yield outcomes from USPTO patents with 853,638 reactions. Predict the reaction yield, written as a fraction of the theoretical maximum amount of product (1.0 means a 100% yield; for example, 0.34 means a 34% yield). (1) The reactants are [C:1]1([C:36]2[CH:41]=[CH:40][CH:39]=[CH:38][CH:37]=2)[CH:6]=[CH:5][C:4]([C@@:7]2([O:34][CH3:35])[CH2:11][N:10]([C:12](=[O:29])[C@@H:13]([NH:21][C:22]([O:24][C:25]([CH3:28])([CH3:27])[CH3:26])=[O:23])[CH2:14][CH2:15][CH2:16][CH2:17][CH2:18][CH:19]=[CH2:20])[C@H:9]([C:30]([O:32]C)=[O:31])[CH2:8]2)=[CH:3][CH:2]=1.O.[OH-].[Li+]. The catalyst is C1COCC1.CO.O. The product is [C:1]1([C:36]2[CH:37]=[CH:38][CH:39]=[CH:40][CH:41]=2)[CH:2]=[CH:3][C:4]([C@@:7]2([O:34][CH3:35])[CH2:11][N:10]([C:12](=[O:29])[C@@H:13]([NH:21][C:22]([O:24][C:25]([CH3:26])([CH3:27])[CH3:28])=[O:23])[CH2:14][CH2:15][CH2:16][CH2:17][CH2:18][CH:19]=[CH2:20])[C@H:9]([C:30]([OH:32])=[O:31])[CH2:8]2)=[CH:5][CH:6]=1. The yield is 0.910. (2) The yield is 0.590. The catalyst is O1CCOCC1.C1C=CC(/C=C/C(/C=C/C2C=CC=CC=2)=O)=CC=1.C1C=CC(/C=C/C(/C=C/C2C=CC=CC=2)=O)=CC=1.C1C=CC(/C=C/C(/C=C/C2C=CC=CC=2)=O)=CC=1.[Pd].[Pd]. The reactants are Br[C:2]1[C:3](=[O:10])[N:4]([CH3:9])[CH:5]=[C:6]([Br:8])[CH:7]=1.[NH:11]1[CH2:16][CH2:15][CH2:14][C@H:13]([NH:17][C:18](=[O:24])[O:19][C:20]([CH3:23])([CH3:22])[CH3:21])[CH2:12]1.C(=O)([O-])[O-].[Cs+].[Cs+].CC1(C)C2C(=C(P(C3C=CC=CC=3)C3C=CC=CC=3)C=CC=2)OC2C(P(C3C=CC=CC=3)C3C=CC=CC=3)=CC=CC1=2. The product is [Br:8][C:6]1[CH:7]=[C:2]([N:11]2[CH2:16][CH2:15][CH2:14][C@H:13]([NH:17][C:18](=[O:24])[O:19][C:20]([CH3:22])([CH3:21])[CH3:23])[CH2:12]2)[C:3](=[O:10])[N:4]([CH3:9])[CH:5]=1. (3) The reactants are Br[C:2]1[S:3][C:4]([C:10]2[N:14]=[CH:13][N:12]([CH:15]3[CH2:20][CH2:19][CH2:18][CH2:17][O:16]3)[N:11]=2)=[C:5]([Br:9])[C:6]=1[C:7]#[N:8].C([Sn](CCCC)(CCCC)[C:26]1[CH:31]=[CH:30][N:29]=[N:28][CH:27]=1)CCC.[Cl-].[Li+].O1CCOCC1. The catalyst is CO.C(Cl)Cl.[Cu]I.C1C=CC([P]([Pd]([P](C2C=CC=CC=2)(C2C=CC=CC=2)C2C=CC=CC=2)([P](C2C=CC=CC=2)(C2C=CC=CC=2)C2C=CC=CC=2)[P](C2C=CC=CC=2)(C2C=CC=CC=2)C2C=CC=CC=2)(C2C=CC=CC=2)C2C=CC=CC=2)=CC=1. The product is [Br:9][C:5]1[C:6]([C:7]#[N:8])=[C:2]([C:26]2[CH:31]=[CH:30][N:29]=[N:28][CH:27]=2)[S:3][C:4]=1[C:10]1[N:14]=[CH:13][N:12]([CH:15]2[CH2:20][CH2:19][CH2:18][CH2:17][O:16]2)[N:11]=1. The yield is 0.577. (4) The catalyst is CS(C)=O.O.Cl. The yield is 0.330. The product is [CH3:13][C:14]1[NH:12][C:10](=[O:11])[C:9]([C:7]#[N:8])=[C:16]([CH2:17][CH2:18][CH3:19])[CH:15]=1. The reactants are CC([O-])(C)C.[K+].[C:7]([CH2:9][C:10]([NH2:12])=[O:11])#[N:8].[CH3:13][C:14](=O)/[CH:15]=[CH:16]/[CH2:17][CH2:18][CH3:19].